This data is from Peptide-MHC class II binding affinity with 134,281 pairs from IEDB. The task is: Regression. Given a peptide amino acid sequence and an MHC pseudo amino acid sequence, predict their binding affinity value. This is MHC class II binding data. (1) The peptide sequence is DIKFPGGGQIVGGVY. The MHC is HLA-DQA10501-DQB10301 with pseudo-sequence HLA-DQA10501-DQB10301. The binding affinity (normalized) is 0.742. (2) The peptide sequence is TIRVLALGNQEGSLK. The MHC is DRB1_0404 with pseudo-sequence DRB1_0404. The binding affinity (normalized) is 0.331. (3) The peptide sequence is DPKMLELMRLYITIH. The MHC is DRB1_0901 with pseudo-sequence DRB1_0901. The binding affinity (normalized) is 0.500.